This data is from NCI-60 drug combinations with 297,098 pairs across 59 cell lines. The task is: Regression. Given two drug SMILES strings and cell line genomic features, predict the synergy score measuring deviation from expected non-interaction effect. Drug 1: CN(C)C1=NC(=NC(=N1)N(C)C)N(C)C. Drug 2: C(CC(=O)O)C(=O)CN.Cl. Cell line: HOP-92. Synergy scores: CSS=1.37, Synergy_ZIP=-3.03, Synergy_Bliss=-5.45, Synergy_Loewe=-9.91, Synergy_HSA=-6.12.